This data is from Reaction yield outcomes from USPTO patents with 853,638 reactions. The task is: Predict the reaction yield, written as a fraction of the theoretical maximum amount of product (1.0 means a 100% yield; for example, 0.34 means a 34% yield). (1) The catalyst is CC([O-])=O.CC([O-])=O.[Pd+2].C1(P(C2C=CC=CC=2)C2C3OC4C(=CC=CC=4P(C4C=CC=CC=4)C4C=CC=CC=4)C(C)(C)C=3C=CC=2)C=CC=CC=1.O1CCOCC1. The reactants are Cl.[NH2:2][CH2:3][CH2:4][CH:5]1[O:10][CH2:9][CH:8]([NH:11][C:12](=[O:21])[O:13][CH2:14][C:15]2[CH:20]=[CH:19][CH:18]=[CH:17][CH:16]=2)[CH2:7][O:6]1.Cl[C:23]1[C:28]([C:29]([O:31][CH2:32][CH3:33])=[O:30])=[CH:27][N:26]=[C:25]([S:34][CH3:35])[N:24]=1.C([O-])([O-])=O.[Cs+].[Cs+]. The yield is 0.870. The product is [CH2:14]([O:13][C:12]([NH:11][CH:8]1[CH2:9][O:10][CH:5]([CH2:4][CH2:3][NH:2][C:27]2[C:28]([C:29]([O:31][CH2:32][CH3:33])=[O:30])=[CH:23][N:24]=[C:25]([S:34][CH3:35])[N:26]=2)[O:6][CH2:7]1)=[O:21])[C:15]1[CH:20]=[CH:19][CH:18]=[CH:17][CH:16]=1. (2) The catalyst is [Pd].C(O)C. The product is [OH:15][CH2:14][C@@H:12]1[CH2:13][C@@:11]1([CH2:10][N:2]([CH3:1])[C:3](=[O:9])[O:4][C:5]([CH3:6])([CH3:7])[CH3:8])[C:23]1[CH:24]=[CH:25][CH:26]=[CH:27][CH:28]=1. The yield is 0.760. The reactants are [CH3:1][N:2]([CH2:10][C@@:11]1([C:23]2[CH:28]=[CH:27][CH:26]=[CH:25][CH:24]=2)[CH2:13][C@H:12]1[CH2:14][O:15]CC1C=CC=CC=1)[C:3](=[O:9])[O:4][C:5]([CH3:8])([CH3:7])[CH3:6].